From a dataset of Forward reaction prediction with 1.9M reactions from USPTO patents (1976-2016). Predict the product of the given reaction. (1) Given the reactants [CH2:1]([N:8]1[C:16]2[C:11](=[C:12]([O:21][CH3:22])[CH:13]=[C:14]3[CH2:20][CH2:19][CH2:18][CH2:17][C:15]3=2)[CH:10]=[C:9]1[CH2:23][CH3:24])[C:2]1[CH:7]=[CH:6][CH:5]=[CH:4][CH:3]=1.B(Br)(Br)Br.C(=O)([O-])[O-].[Cs+].[Cs+].BrC[C:37]([O:39][CH3:40])=[O:38], predict the reaction product. The product is: [CH3:40][O:39][C:37](=[O:38])[CH2:22][O:21][C:12]1[CH:13]=[C:14]2[CH2:20][CH2:19][CH2:18][CH2:17][C:15]2=[C:16]2[C:11]=1[CH:10]=[C:9]([CH2:23][CH3:24])[N:8]2[CH2:1][C:2]1[CH:3]=[CH:4][CH:5]=[CH:6][CH:7]=1. (2) Given the reactants [CH3:1][O:2][C:3]1[C:4]([Sn](CCCC)(CCCC)CCCC)=[N:5][CH:6]=[CH:7][CH:8]=1.Br[C:23]1[N:31]2[C:26]([CH:27]=[N:28][C:29]([S:32][CH3:33])=[N:30]2)=[CH:25][CH:24]=1.CO.C(Cl)Cl, predict the reaction product. The product is: [CH3:1][O:2][C:3]1[C:4]([C:23]2[N:31]3[C:26]([CH:27]=[N:28][C:29]([S:32][CH3:33])=[N:30]3)=[CH:25][CH:24]=2)=[N:5][CH:6]=[CH:7][CH:8]=1. (3) Given the reactants Br[C:2]1[S:6][C:5]([CH:7]=[O:8])=[CH:4][CH:3]=1.[CH:9]1([CH2:15][CH2:16]B(O)O)[CH2:14][CH2:13][CH2:12][CH2:11][CH2:10]1, predict the reaction product. The product is: [CH:9]1([CH2:15][CH2:16][C:2]2[S:6][C:5]([CH:7]=[O:8])=[CH:4][CH:3]=2)[CH2:14][CH2:13][CH2:12][CH2:11][CH2:10]1. (4) Given the reactants C(N(CC)CC)C.[Cl:8][C:9]1[CH:14]=[CH:13][C:12]([NH:15]C(=O)C(F)(F)F)=[C:11](I)[CH:10]=1.[CH2:23]([N:27]1[C:35](=[O:36])[C:34]2[C:29](=[CH:30][CH:31]=[CH:32][CH:33]=2)[C:28]1=[O:37])[CH2:24][C:25]#[CH:26].N1CCCCC1, predict the reaction product. The product is: [Cl:8][C:9]1[CH:10]=[C:11]2[C:12](=[CH:13][CH:14]=1)[NH:15][C:25]([CH2:24][CH2:23][N:27]1[C:35](=[O:36])[C:34]3[C:29](=[CH:30][CH:31]=[CH:32][CH:33]=3)[C:28]1=[O:37])=[CH:26]2. (5) Given the reactants [Cl:1][C:2]1[CH:7]=[CH:6][C:5]([C:8](=O)[C:9]([C:11]2[CH:16]=[CH:15][C:14]([Cl:17])=[CH:13][CH:12]=2)=O)=[CH:4][CH:3]=1.[NH2:19]/[C:20](/[C:25]#[N:26])=[C:21](\[NH2:24])/[C:22]#[N:23].CC(O)=O, predict the reaction product. The product is: [Cl:1][C:2]1[CH:7]=[CH:6][C:5]([C:8]2[N:19]=[C:20]([C:25]#[N:26])[C:21]([C:22]#[N:23])=[N:24][C:9]=2[C:11]2[CH:16]=[CH:15][C:14]([Cl:17])=[CH:13][CH:12]=2)=[CH:4][CH:3]=1. (6) The product is: [CH3:25][NH:26][C:27]([NH:29][C:30]1[CH:35]=[CH:34][C:33]([C:2]2[N:3]=[C:4]([N:18]3[CH2:23][CH2:22][O:21][CH2:20][C@@H:19]3[CH3:24])[C:5]3[CH2:10][NH:9][CH2:8][C:6]=3[N:7]=2)=[CH:32][CH:31]=1)=[O:28]. Given the reactants Cl[C:2]1[N:3]=[C:4]([N:18]2[CH2:23][CH2:22][O:21][CH2:20][C@@H:19]2[CH3:24])[C:5]2[CH2:10][N:9](C(OC(C)(C)C)=O)[CH2:8][C:6]=2[N:7]=1.[CH3:25][NH:26][C:27]([NH:29][C:30]1[CH:35]=[CH:34][C:33](B2OC(C)(C)C(C)(C)O2)=[CH:32][CH:31]=1)=[O:28], predict the reaction product. (7) Given the reactants [N:1]([CH2:4][C@@:5]1([CH2:11][C:12]2[CH:17]=[CH:16][CH:15]=[CH:14][CH:13]=2)[CH2:9][CH2:8][C@@H:7]([CH3:10])[CH2:6]1)=[C:2]=[O:3].C1(C)C=CC=CC=1.[CH3:25][OH:26], predict the reaction product. The product is: [CH3:25][O:26][C:2](=[O:3])[NH:1][CH2:4][C@@:5]1([CH2:11][C:12]2[CH:13]=[CH:14][CH:15]=[CH:16][CH:17]=2)[CH2:9][CH2:8][C@@H:7]([CH3:10])[CH2:6]1.